From a dataset of Reaction yield outcomes from USPTO patents with 853,638 reactions. Predict the reaction yield, written as a fraction of the theoretical maximum amount of product (1.0 means a 100% yield; for example, 0.34 means a 34% yield). (1) The reactants are [N:1]1[CH:6]=[CH:5][CH:4]=[C:3]([C:7]2[CH:8]=[C:9]3[C:15]([Sn](C)(C)C)=[N:14][N:13](COCC[Si](C)(C)C)[C:10]3=[CH:11][N:12]=2)[CH:2]=1.Br[C:29]1[CH:30]=[C:31]([CH:35]=[CH:36][N:37]=1)[C:32]([NH2:34])=[O:33]. No catalyst specified. The product is [N:1]1[CH:6]=[CH:5][CH:4]=[C:3]([C:7]2[CH:8]=[C:9]3[C:15]([C:29]4[CH:30]=[C:31]([CH:35]=[CH:36][N:37]=4)[C:32]([NH2:34])=[O:33])=[N:14][NH:13][C:10]3=[CH:11][N:12]=2)[CH:2]=1. The yield is 0.210. (2) The reactants are [CH2:1]([C:3]1[NH:4][C:5]2[CH:11]=[CH:10][CH:9]=[CH:8][C:6]=2[N:7]=1)[CH3:2].C(=O)([O-])[O-].[K+].[K+].Cl[CH2:19][C:20]1[CH:38]=[CH:37][C:23]2/[C:24](=[C:33](/[CH3:36])\[C:34]#[N:35])/[C:25]3[CH:32]=[CH:31][CH:30]=[CH:29][C:26]=3[O:27][CH2:28][C:22]=2[CH:21]=1.C(OCC)(=O)C. The catalyst is CN(C=O)C. The product is [CH2:1]([C:3]1[N:4]([CH2:19][C:20]2[CH:38]=[CH:37][C:23]3/[C:24](=[C:33](/[CH3:36])\[C:34]#[N:35])/[C:25]4[CH:32]=[CH:31][CH:30]=[CH:29][C:26]=4[O:27][CH2:28][C:22]=3[CH:21]=2)[C:5]2[CH:11]=[CH:10][CH:9]=[CH:8][C:6]=2[N:7]=1)[CH3:2]. The yield is 0.700. (3) The reactants are Cl.[NH2:2][C@@H:3]([CH2:17][CH2:18][CH2:19][CH3:20])[C@@H:4]([OH:16])[CH2:5][NH:6][S:7]([C:10]1[CH:15]=[CH:14][CH:13]=[CH:12][N:11]=1)(=[O:9])=[O:8].Cl.N[C@@H](CCCC)[C@H](O)CNS(C1C=CC=CN=1)(=O)=O.C(N(CC)C(C)C)(C)C.[C:50](=O)([O:73]C1C=CC([N+]([O-])=O)=CC=1)[O:51][C@H:52]([CH2:57][N:58]1[CH:62]=[CH:61][C:60]([C:63]2[CH:68]=[CH:67][C:66]([C:69]([F:72])([F:71])[F:70])=[CH:65][CH:64]=2)=[N:59]1)[C:53]([CH3:56])([CH3:55])[CH3:54]. The catalyst is CN(C)C=O.C(OCC)(=O)C. The product is [OH:16][C@H:4]([C@@H:3]([NH:2][C:50](=[O:73])[O:51][C@H:52]([CH2:57][N:58]1[CH:62]=[CH:61][C:60]([C:63]2[CH:64]=[CH:65][C:66]([C:69]([F:70])([F:71])[F:72])=[CH:67][CH:68]=2)=[N:59]1)[C:53]([CH3:56])([CH3:55])[CH3:54])[CH2:17][CH2:18][CH2:19][CH3:20])[CH2:5][NH:6][S:7]([C:10]1[CH:15]=[CH:14][CH:13]=[CH:12][N:11]=1)(=[O:9])=[O:8]. The yield is 0.680.